This data is from Full USPTO retrosynthesis dataset with 1.9M reactions from patents (1976-2016). The task is: Predict the reactants needed to synthesize the given product. Given the product [CH3:27][S:24]([C:21]1[CH:20]=[CH:19][C:18]([NH:17][C:16]([C:12]2[CH:13]=[C:14]([CH3:15])[N:10]([C:5]3[CH:6]=[CH:7][CH:8]=[CH:9][C:4]=3[C:3]([OH:30])=[O:2])[C:11]=2[CH3:29])=[O:28])=[CH:23][CH:22]=1)(=[O:26])=[O:25], predict the reactants needed to synthesize it. The reactants are: C[O:2][C:3](=[O:30])[C:4]1[CH:9]=[CH:8][CH:7]=[CH:6][C:5]=1[N:10]1[C:14]([CH3:15])=[CH:13][C:12]([C:16](=[O:28])[NH:17][C:18]2[CH:23]=[CH:22][C:21]([S:24]([CH3:27])(=[O:26])=[O:25])=[CH:20][CH:19]=2)=[C:11]1[CH3:29].[Li+].[OH-].